From a dataset of Forward reaction prediction with 1.9M reactions from USPTO patents (1976-2016). Predict the product of the given reaction. Given the reactants [NH2:1][C:2]1[C:7]2=[CH:8][CH:9]=[CH:10][N:6]2[N:5]=[CH:4][N:3]=1.[I:11]N1C(=O)CCC1=O.[OH-].[Na+], predict the reaction product. The product is: [NH2:1][C:2]1[C:7]2=[CH:8][CH:9]=[C:10]([I:11])[N:6]2[N:5]=[CH:4][N:3]=1.